From a dataset of Reaction yield outcomes from USPTO patents with 853,638 reactions. Predict the reaction yield, written as a fraction of the theoretical maximum amount of product (1.0 means a 100% yield; for example, 0.34 means a 34% yield). (1) The reactants are [CH2:1]([O:8][C:9]([N:11]([CH2:29][C:30]1[CH:35]=[CH:34][C:33](Br)=[CH:32][C:31]=1[F:37])[CH2:12][CH:13]([NH:15][CH:16]1[CH2:21][CH2:20][N:19]([C:22]([O:24][C:25]([CH3:28])([CH3:27])[CH3:26])=[O:23])[CH2:18][CH2:17]1)[CH3:14])=[O:10])[C:2]1[CH:7]=[CH:6][CH:5]=[CH:4][CH:3]=1.C1(N)CCCCC1N.[CH3:46][S:47]([O-:49])=[O:48].[Na+]. The catalyst is CS(C)=O.CCOC(C)=O. The yield is 0.430. The product is [CH2:1]([O:8][C:9]([N:11]([CH2:29][C:30]1[CH:35]=[CH:34][C:33]([S:47]([CH3:46])(=[O:49])=[O:48])=[CH:32][C:31]=1[F:37])[CH2:12][CH:13]([NH:15][CH:16]1[CH2:21][CH2:20][N:19]([C:22]([O:24][C:25]([CH3:28])([CH3:27])[CH3:26])=[O:23])[CH2:18][CH2:17]1)[CH3:14])=[O:10])[C:2]1[CH:7]=[CH:6][CH:5]=[CH:4][CH:3]=1. (2) The reactants are [C:1]([O:5][C:6]([N:8]1[CH2:13][CH2:12][CH:11]([NH:14][C:15]2[CH:20]=[CH:19][C:18]([O:21][C:22]3[CH:27]=[CH:26][C:25]([C:28]([O:30][CH3:31])=[O:29])=[CH:24][CH:23]=3)=[CH:17][CH:16]=2)[CH2:10][CH2:9]1)=[O:7])([CH3:4])([CH3:3])[CH3:2].[F:32][C:33]1[CH:40]=[CH:39][C:38]([C:41]#[N:42])=[CH:37][C:34]=1[CH2:35]Br. No catalyst specified. The product is [C:1]([O:5][C:6]([N:8]1[CH2:13][CH2:12][CH:11]([N:14]([CH2:35][C:34]2[CH:37]=[C:38]([C:41]#[N:42])[CH:39]=[CH:40][C:33]=2[F:32])[C:15]2[CH:20]=[CH:19][C:18]([O:21][C:22]3[CH:23]=[CH:24][C:25]([C:28]([O:30][CH3:31])=[O:29])=[CH:26][CH:27]=3)=[CH:17][CH:16]=2)[CH2:10][CH2:9]1)=[O:7])([CH3:4])([CH3:3])[CH3:2]. The yield is 0.890. (3) The reactants are [C:1]([O:5][C:6]([N:8]1[CH2:13][CH2:12][N:11]([C:14]2[CH:19]=[CH:18][CH:17]=[CH:16][C:15]=2[O:20][CH:21]2[CH2:26][CH2:25][CH2:24][N:23](C(OCC3C=CC=CC=3)=O)[CH2:22]2)[CH2:10][CH2:9]1)=[O:7])([CH3:4])([CH3:3])[CH3:2].[H][H].C(N(CC)CC)C.[CH:46]([S:49](Cl)(=[O:51])=[O:50])([CH3:48])[CH3:47]. The catalyst is CO.[Pd].C(OCC)(=O)C.C(Cl)Cl. The product is [C:1]([O:5][C:6]([N:8]1[CH2:9][CH2:10][N:11]([C:14]2[CH:19]=[CH:18][CH:17]=[CH:16][C:15]=2[O:20][CH:21]2[CH2:26][CH2:25][CH2:24][N:23]([S:49]([CH:46]([CH3:48])[CH3:47])(=[O:51])=[O:50])[CH2:22]2)[CH2:12][CH2:13]1)=[O:7])([CH3:3])([CH3:2])[CH3:4]. The yield is 0.800. (4) The reactants are C(O)(C(F)(F)F)=O.[CH2:8]([N:10]([CH2:45][CH3:46])[C:11]([C:13]1[CH:14]=[CH:15][C:16]2[N:17]([CH:29]3[CH2:35][CH:34]4[N:36]([CH2:37][CH2:38][C:39]5[CH:44]=[CH:43][CH:42]=[CH:41][CH:40]=5)[CH:31]([CH2:32][CH2:33]4)[CH2:30]3)[C:18]3[C:23]([O:24][C:25]=2[CH:26]=1)=[C:22]([O:27]C)[CH:21]=[CH:20][CH:19]=3)=[O:12])[CH3:9].B(Br)(Br)Br.C([O-])(O)=O.[Na+]. No catalyst specified. The product is [CH2:45]([N:10]([CH2:8][CH3:9])[C:11]([C:13]1[CH:14]=[CH:15][C:16]2[N:17]([CH:29]3[CH2:30][CH:31]4[N:36]([CH2:37][CH2:38][C:39]5[CH:44]=[CH:43][CH:42]=[CH:41][CH:40]=5)[CH:34]([CH2:33][CH2:32]4)[CH2:35]3)[C:18]3[C:23]([O:24][C:25]=2[CH:26]=1)=[C:22]([OH:27])[CH:21]=[CH:20][CH:19]=3)=[O:12])[CH3:46]. The yield is 0.428.